From a dataset of Buchwald-Hartwig C-N cross coupling reaction yields with 55,370 reactions. Predict the reaction yield, written as a fraction of the theoretical maximum amount of product (1.0 means a 100% yield; for example, 0.34 means a 34% yield). The yield is 0.653. The reactants are CCc1ccc(I)cc1.Cc1ccc(N)cc1.O=S(=O)(O[Pd]1c2ccccc2-c2ccccc2N~1)C(F)(F)F.CC(C)c1cc(C(C)C)c(-c2ccccc2P(C(C)(C)C)C(C)(C)C)c(C(C)C)c1.CCN=P(N=P(N(C)C)(N(C)C)N(C)C)(N(C)C)N(C)C.CCOC(=O)c1cc(C)on1. The product is CCc1ccc(Nc2ccc(C)cc2)cc1. No catalyst specified.